This data is from Reaction yield outcomes from USPTO patents with 853,638 reactions. The task is: Predict the reaction yield, written as a fraction of the theoretical maximum amount of product (1.0 means a 100% yield; for example, 0.34 means a 34% yield). (1) The reactants are [CH:1]1([NH2:4])[CH2:3][CH2:2]1.Br[CH2:6][CH:7]1[C:16]2[C:11](=[C:12]([O:17][CH3:18])[CH:13]=[CH:14][CH:15]=2)[CH2:10][CH2:9][CH2:8]1. No catalyst specified. The product is [CH3:18][O:17][C:12]1[CH:13]=[CH:14][CH:15]=[C:16]2[C:11]=1[CH2:10][CH2:9][CH2:8][CH:7]2[CH2:6][NH:4][CH:1]1[CH2:3][CH2:2]1. The yield is 0.230. (2) The reactants are [H-].[Na+].C(OP([CH2:11][C:12]([O:14][CH2:15][CH3:16])=[O:13])(OCC)=O)C.[Cl:17][C:18]1[CH:23]=[C:22]([Cl:24])[CH:21]=[CH:20][C:19]=1[N:25]1[C:30]2=[N:31][C:32]3[C:33](=[C:34]([CH:38]=O)[CH:35]=[CH:36][CH:37]=3)[N:29]2[CH2:28][CH2:27][CH2:26]1. The catalyst is O1CCCC1.O. The product is [Cl:17][C:18]1[CH:23]=[C:22]([Cl:24])[CH:21]=[CH:20][C:19]=1[N:25]1[C:30]2=[N:31][C:32]3[CH:37]=[CH:36][CH:35]=[C:34](/[CH:38]=[CH:11]/[C:12]([O:14][CH2:15][CH3:16])=[O:13])[C:33]=3[N:29]2[CH2:28][CH2:27][CH2:26]1. The yield is 0.760. (3) The reactants are [CH3:1][C:2]1[N:7]=[C:6]([C:8]#[N:9])[CH:5]=[CH:4][CH:3]=1.O.[NH2:11][NH2:12]. The catalyst is C(O)C. The product is [CH3:1][C:2]1[N:7]=[C:6]([C:8](=[N:11][NH2:12])[NH2:9])[CH:5]=[CH:4][CH:3]=1. The yield is 0.789. (4) The reactants are Cl[CH2:2][CH2:3][NH:4][C:5]([NH:7][C:8]1[CH:9]=[C:10]([CH3:14])[CH:11]=[CH:12][CH:13]=1)=[O:6].[H-].[Na+].C(OC(=O)C)C. The catalyst is CN(C=O)C.C1COCC1. The product is [C:10]1([CH3:14])[CH:11]=[CH:12][CH:13]=[C:8]([N:7]2[CH2:2][CH2:3][NH:4][C:5]2=[O:6])[CH:9]=1. The yield is 0.813.